From a dataset of Reaction yield outcomes from USPTO patents with 853,638 reactions. Predict the reaction yield, written as a fraction of the theoretical maximum amount of product (1.0 means a 100% yield; for example, 0.34 means a 34% yield). (1) The reactants are [Br:1][C:2]1[C:3]([Cl:15])=[CH:4][C:5]([O:13][CH3:14])=[C:6]([CH2:8][CH2:9][C:10]([OH:12])=O)[CH:7]=1.[N:16]1([CH:22]2[CH2:25][N:24]([C:26]([O:28][C:29]([CH3:32])([CH3:31])[CH3:30])=[O:27])[CH2:23]2)[CH2:21][CH2:20][NH:19][CH2:18][CH2:17]1.F[P-](F)(F)(F)(F)F.N1(O[P+](N(C)C)(N(C)C)N(C)C)C2C=CC=CC=2N=N1.CCN(C(C)C)C(C)C. The catalyst is CN(C=O)C. The product is [C:29]([O:28][C:26]([N:24]1[CH2:25][CH:22]([N:16]2[CH2:21][CH2:20][N:19]([C:10](=[O:12])[CH2:9][CH2:8][C:6]3[CH:7]=[C:2]([Br:1])[C:3]([Cl:15])=[CH:4][C:5]=3[O:13][CH3:14])[CH2:18][CH2:17]2)[CH2:23]1)=[O:27])([CH3:32])([CH3:30])[CH3:31]. The yield is 0.460. (2) The reactants are [NH2:1][C:2]1[CH:16]=[CH:15][C:5]([O:6][CH2:7][C:8]([N:10]2[CH2:14][CH2:13][CH2:12][CH2:11]2)=[O:9])=[C:4]([O:17][CH3:18])[CH:3]=1.[Cl:19][C:20]1[CH:25]=[CH:24][C:23]([C:26]2[CH:27]=[C:28]([C:31](O)=[O:32])[NH:29][CH:30]=2)=[CH:22][CH:21]=1. No catalyst specified. The product is [Cl:19][C:20]1[CH:25]=[CH:24][C:23]([C:26]2[CH:27]=[C:28]([C:31]([NH:1][C:2]3[CH:16]=[CH:15][C:5]([O:6][CH2:7][C:8](=[O:9])[N:10]4[CH2:14][CH2:13][CH2:12][CH2:11]4)=[C:4]([O:17][CH3:18])[CH:3]=3)=[O:32])[NH:29][CH:30]=2)=[CH:22][CH:21]=1. The yield is 0.950. (3) The reactants are [CH3:1][N:2]1[CH:6]=[C:5]([C:7]2[CH:12]=[C:11]([O:13][C:14]3[CH:15]=[CH:16][C:17]([NH2:20])=[N:18][CH:19]=3)[CH:10]=[CH:9][N:8]=2)[CH:4]=[N:3]1.Cl[CH2:22][C:23]([N:25]=[C:26]=[O:27])=[O:24].[CH3:28][N:29]1[CH2:34][CH2:33][NH:32][CH2:31][CH2:30]1. The catalyst is C1COCC1.CCOC(C)=O. The product is [CH3:1][N:2]1[CH:6]=[C:5]([C:7]2[CH:12]=[C:11]([O:13][C:14]3[CH:15]=[CH:16][C:17]([NH:20][C:26]([NH:25][C:23](=[O:24])[CH2:22][N:32]4[CH2:33][CH2:34][N:29]([CH3:28])[CH2:30][CH2:31]4)=[O:27])=[N:18][CH:19]=3)[CH:10]=[CH:9][N:8]=2)[CH:4]=[N:3]1. The yield is 0.300. (4) The product is [NH:4]1[CH2:9][CH2:8][C:7]2([CH2:15][CH2:14][C:13](=[O:16])[C:12]3[CH:17]=[CH:18][CH:19]=[CH:20][C:11]=3[NH:10]2)[CH2:6][CH2:5]1. The catalyst is Cl.[OH-].[Na+]. The reactants are C([N:4]1[CH2:9][CH2:8][C:7]2([CH2:15][CH2:14][C:13](=[O:16])[C:12]3[CH:17]=[CH:18][CH:19]=[CH:20][C:11]=3[NH:10]2)[CH2:6][CH2:5]1)(=O)C. The yield is 0.960. (5) The reactants are [CH:1]1(B(O)O)[CH2:3][CH2:2]1.[Br:7][C:8]1[CH:9]=[C:10]2[CH:16]=[CH:15][NH:14][C:11]2=[N:12][CH:13]=1.C([O-])([O-])=O.[Na+].[Na+].N1C=CC=CC=1C1C=CC=CN=1. The catalyst is ClC(Cl)C.C([O-])(=O)C.[Cu+2].C([O-])(=O)C. The product is [Br:7][C:8]1[CH:9]=[C:10]2[CH:16]=[CH:15][N:14]([CH:1]3[CH2:3][CH2:2]3)[C:11]2=[N:12][CH:13]=1. The yield is 0.313. (6) The reactants are C([N:8](CC1C=CC=CC=1)[C@@H:9]([CH2:14][C:15]1[CH:20]=[CH:19][C:18]([O:21][CH2:22][O:23][CH3:24])=[CH:17][CH:16]=1)[C:10]([CH3:13])([OH:12])[CH3:11])C1C=CC=CC=1. The catalyst is CO.[Pd]. The product is [NH2:8][C@@H:9]([CH2:14][C:15]1[CH:16]=[CH:17][C:18]([O:21][CH2:22][O:23][CH3:24])=[CH:19][CH:20]=1)[C:10]([CH3:11])([OH:12])[CH3:13]. The yield is 0.970. (7) The reactants are [OH:1][C:2]1[CH:3]=[C:4]2[C:9](=[CH:10][CH:11]=1)[CH:8]=[C:7]([C:12]([OH:14])=O)[CH:6]=[CH:5]2.C(N(CC)CC)C.Cl.CN(C)CCCN=C=NCC.[CH2:34]([N:41]1[CH2:46][CH2:45][CH:44]([NH2:47])[CH2:43][CH2:42]1)[C:35]1[CH:40]=[CH:39][CH:38]=[CH:37][CH:36]=1. The catalyst is O. The product is [CH2:34]([N:41]1[CH2:46][CH2:45][CH:44]([NH:47][C:12]([C:7]2[CH:6]=[CH:5][C:4]3[C:9](=[CH:10][CH:11]=[C:2]([OH:1])[CH:3]=3)[CH:8]=2)=[O:14])[CH2:43][CH2:42]1)[C:35]1[CH:36]=[CH:37][CH:38]=[CH:39][CH:40]=1. The yield is 0.800. (8) The reactants are [NH2:1][C:2]1[N:7]=[C:6](/[C:8](=[C:11]2\[NH:12][C:13]3[CH:21]=[CH:20][CH:19]=[CH:18][C:14]=3[N:15]\2[CH2:16][CH3:17])/[C:9]#[N:10])[C:5]([CH3:22])=[CH:4][N:3]=1.[CH3:23][N:24]1[CH2:29][CH2:28][N:27]([CH2:30][C:31]2[CH:39]=[CH:38][C:34]([C:35](N)=[O:36])=[CH:33][CH:32]=2)[CH2:26][CH2:25]1. No catalyst specified. The product is [C:9](/[C:8](=[C:11]1/[NH:12][C:13]2[CH:21]=[CH:20][CH:19]=[CH:18][C:14]=2[N:15]/1[CH2:16][CH3:17])/[C:6]1[C:5]([CH3:22])=[CH:4][N:3]=[C:2]([NH:1][C:35](=[O:36])[C:34]2[CH:33]=[CH:32][C:31]([CH2:30][N:27]3[CH2:26][CH2:25][N:24]([CH3:23])[CH2:29][CH2:28]3)=[CH:39][CH:38]=2)[N:7]=1)#[N:10]. The yield is 0.580.